Dataset: Full USPTO retrosynthesis dataset with 1.9M reactions from patents (1976-2016). Task: Predict the reactants needed to synthesize the given product. (1) Given the product [CH3:23][O:24][C:25]1[CH:40]=[C:39]([O:41][CH3:42])[CH:38]=[CH:37][C:26]=1[CH2:27][NH:28][C:29]1[CH:34]=[C:33]([F:35])[CH:32]=[CH:31][C:30]=1[NH:36][C:2]1[N:7]=[C:6]([NH:8][C@H:9]2[C:18]3[C:13](=[C:14]([F:19])[CH:15]=[CH:16][CH:17]=3)[O:12][CH2:11][CH2:10]2)[C:5]([N+:20]([O-:22])=[O:21])=[CH:4][N:3]=1, predict the reactants needed to synthesize it. The reactants are: Cl[C:2]1[N:7]=[C:6]([NH:8][C@H:9]2[C:18]3[C:13](=[C:14]([F:19])[CH:15]=[CH:16][CH:17]=3)[O:12][CH2:11][CH2:10]2)[C:5]([N+:20]([O-:22])=[O:21])=[CH:4][N:3]=1.[CH3:23][O:24][C:25]1[CH:40]=[C:39]([O:41][CH3:42])[CH:38]=[CH:37][C:26]=1[CH2:27][NH:28][C:29]1[C:30]([NH2:36])=[CH:31][CH:32]=[C:33]([F:35])[CH:34]=1. (2) Given the product [F:17][C:15]1[CH:14]=[C:4]([NH:5][C:6]2[CH:11]=[CH:10][C:9]([I:12])=[CH:8][C:7]=2[F:13])[C:3]([N+:18]([O-:20])=[O:19])=[C:2]([CH:16]=1)[O:21][C:22]1[CH:23]=[C:24]([CH:38]=[CH:39][CH:40]=1)[CH2:25][NH:26][S:27]([NH:30][C:31](=[O:37])[O:32][C:33]([CH3:36])([CH3:35])[CH3:34])(=[O:29])=[O:28], predict the reactants needed to synthesize it. The reactants are: F[C:2]1[C:3]([N+:18]([O-:20])=[O:19])=[C:4]([CH:14]=[C:15]([F:17])[CH:16]=1)[NH:5][C:6]1[CH:11]=[CH:10][C:9]([I:12])=[CH:8][C:7]=1[F:13].[OH:21][C:22]1[CH:23]=[C:24]([CH:38]=[CH:39][CH:40]=1)[CH2:25][NH:26][S:27]([NH:30][C:31](=[O:37])[O:32][C:33]([CH3:36])([CH3:35])[CH3:34])(=[O:29])=[O:28].C(=O)([O-])[O-].[Cs+].[Cs+]. (3) Given the product [CH3:40][C:25]1([CH3:41])[C:24](=[O:23])[CH2:28][CH2:27][CH:26]1[NH:29][C:30](=[O:39])[O:31][CH2:32][C:33]1[CH:38]=[CH:37][CH:36]=[CH:35][CH:34]=1, predict the reactants needed to synthesize it. The reactants are: CC(OI1(OC(C)=O)(OC(C)=O)OC(=O)C2C=CC=CC1=2)=O.[OH:23][CH:24]1[CH2:28][CH2:27][CH:26]([NH:29][C:30](=[O:39])[O:31][CH2:32][C:33]2[CH:38]=[CH:37][CH:36]=[CH:35][CH:34]=2)[C:25]1([CH3:41])[CH3:40]. (4) Given the product [Cl:1][C:2]1[C:7]2[C:8]([C:11]3[CH:16]=[CH:15][CH:14]=[CH:13][CH:12]=3)=[N:9][O:10][C:6]=2[CH:5]=[N:4][N:3]=1, predict the reactants needed to synthesize it. The reactants are: [Cl:1][C:2]1[C:7]2[C:8]([C:11]3[CH:16]=[CH:15][CH:14]=[CH:13][CH:12]=3)=[N:9][O:10][C:6]=2[C:5](NN)=[N:4][N:3]=1. (5) The reactants are: C(OC([N:8]([O:26]C(OC(C)(C)C)=O)[C:9]1([CH3:25])[C:13](=[O:14])[N:12]([C:15]2[CH:20]=[CH:19][CH:18]=[CH:17][CH:16]=2)[N:11]=[C:10]1[C:21]([CH3:24])([CH3:23])[CH3:22])=O)(C)(C)C. Given the product [C:21]([C:10]1[C:9]([NH:8][OH:26])([CH3:25])[C:13](=[O:14])[N:12]([C:15]2[CH:20]=[CH:19][CH:18]=[CH:17][CH:16]=2)[N:11]=1)([CH3:22])([CH3:23])[CH3:24], predict the reactants needed to synthesize it.